From a dataset of HIV replication inhibition screening data with 41,000+ compounds from the AIDS Antiviral Screen. Binary Classification. Given a drug SMILES string, predict its activity (active/inactive) in a high-throughput screening assay against a specified biological target. (1) The result is 0 (inactive). The compound is Cc1cc2nc3[nH]c4ccccc4c3nc2cc1C. (2) The drug is CC(SSc1ccc(C(C)(C)C)cc1)c1ccccc1. The result is 0 (inactive). (3) The result is 0 (inactive). The drug is COC(=O)C1(C(=O)OC)CC2c3c(c4ccccc4n3C)CC(C1=O)N2Cc1ccccc1.